Dataset: Reaction yield outcomes from USPTO patents with 853,638 reactions. Task: Predict the reaction yield, written as a fraction of the theoretical maximum amount of product (1.0 means a 100% yield; for example, 0.34 means a 34% yield). (1) The reactants are [OH:1][C:2]1[CH:7]=[CH:6][C:5]([S:8]([OH:11])(=[O:10])=O)=[CH:4][CH:3]=1.C(Cl)(=O)C([Cl:15])=O.[C:18]([O:21]C(=O)C)(=O)[CH3:19]. The catalyst is C(O)(=O)C.CN(C=O)C. The product is [C:18]([O:1][C:2]1[CH:3]=[CH:4][C:5]([S:8]([Cl:15])(=[O:10])=[O:11])=[CH:6][CH:7]=1)(=[O:21])[CH3:19]. The yield is 0.830. (2) The reactants are [F:1][C:2]([F:20])([O:7][C:8]1[CH:13]=[CH:12][C:11]([N:14]2[CH:18]=[N:17][C:16](O)=[N:15]2)=[CH:10][CH:9]=1)[C:3]([F:6])([F:5])[F:4].P(Br)(Br)([Br:23])=O. No catalyst specified. The product is [Br:23][C:16]1[N:17]=[CH:18][N:14]([C:11]2[CH:12]=[CH:13][C:8]([O:7][C:2]([F:20])([F:1])[C:3]([F:6])([F:5])[F:4])=[CH:9][CH:10]=2)[N:15]=1. The yield is 0.120. (3) The reactants are C([N:9]1[C:14](=[O:15])[CH:13]=[CH:12][N:11]([CH2:16]/[CH:17]=[CH:18]/[CH2:19][O:20][C:21]([C:34]2[CH:39]=[CH:38][CH:37]=[CH:36][CH:35]=2)([C:28]2[CH:33]=[CH:32][CH:31]=[CH:30][CH:29]=2)[C:22]2[CH:27]=[CH:26][CH:25]=[CH:24][CH:23]=2)[C:10]1=[O:40])(=O)C1C=CC=CC=1.CO[Na]. The catalyst is CO. The product is [C:21]([O:20][CH2:19]/[CH:18]=[CH:17]/[CH2:16][N:11]1[CH:12]=[CH:13][C:14](=[O:15])[NH:9][C:10]1=[O:40])([C:22]1[CH:27]=[CH:26][CH:25]=[CH:24][CH:23]=1)([C:28]1[CH:29]=[CH:30][CH:31]=[CH:32][CH:33]=1)[C:34]1[CH:35]=[CH:36][CH:37]=[CH:38][CH:39]=1. The yield is 0.900. (4) The reactants are [CH:1]1([CH2:4][C@H:5]([C@@H:28](OS(N2C=CN=C2)=O)[CH2:29][CH2:30][CH2:31][CH3:32])[C:6]([NH:8][C@H:9]2[N:15]=[C:14]([C:16]3[CH:21]=[CH:20][CH:19]=[CH:18][CH:17]=3)[C:13]3[CH:22]=[CH:23][CH:24]=[CH:25][C:12]=3[N:11]([CH3:26])[C:10]2=[O:27])=[O:7])[CH2:3][CH2:2]1.C([SnH](CCCC)CCCC)CCC. The catalyst is C1(C)C=CC=CC=1. The product is [O:7]=[C:6]([NH:8][C@H:9]1[N:15]=[C:14]([C:16]2[CH:17]=[CH:18][CH:19]=[CH:20][CH:21]=2)[C:13]2[CH:22]=[CH:23][CH:24]=[CH:25][C:12]=2[N:11]([CH3:26])[C:10]1=[O:27])[C@@H:5]([CH2:4][CH:1]1[CH2:2][CH2:3]1)[CH2:28][CH2:29][CH2:30][CH2:31][CH3:32]. The yield is 0.850. (5) The reactants are [CH3:1][O:2][C:3]1[CH:18]=[CH:17][C:6]([CH2:7][CH:8]2[CH2:13][CH2:12][O:11][CH2:10]/[C:9]/2=[CH:14]\[O:15]C)=[CH:5][CH:4]=1.Cl. The catalyst is C1COCC1.O. The product is [CH3:1][O:2][C:3]1[CH:4]=[CH:5][C:6]([CH2:7][C@@H:8]2[CH2:13][CH2:12][O:11][CH2:10][C@H:9]2[CH:14]=[O:15])=[CH:17][CH:18]=1. The yield is 0.880. (6) The product is [NH2:1][C:2]1[CH:3]=[C:4]2[C:8](=[CH:9][C:10]=1[NH2:11])[N:7]([CH:14]([CH3:15])[CH3:16])[C:6](=[O:17])[C:5]2([CH2:20][CH3:21])[CH2:18][CH3:19]. The reactants are [NH2:1][C:2]1[CH:3]=[C:4]2[C:8](=[CH:9][C:10]=1[N+:11]([O-])=O)[N:7]([CH:14]([CH3:16])[CH3:15])[C:6](=[O:17])[C:5]2([CH2:20][CH3:21])[CH2:18][CH3:19]. The catalyst is CO.O1CCCC1.[Pd]. The yield is 0.990. (7) The reactants are [N+:1]([C:4]1[CH:5]=[N:6][NH:7][CH:8]=1)([O-:3])=[O:2].C([O-])([O-])=O.[K+].[K+].Br[CH2:16][C:17]1([CH3:21])[CH2:20][O:19][CH2:18]1. The catalyst is CC#N. The product is [CH3:16][C:17]1([CH2:21][N:6]2[CH:5]=[C:4]([N+:1]([O-:3])=[O:2])[CH:8]=[N:7]2)[CH2:20][O:19][CH2:18]1. The yield is 0.730.